This data is from Forward reaction prediction with 1.9M reactions from USPTO patents (1976-2016). The task is: Predict the product of the given reaction. (1) Given the reactants [C:1]([C:3]1[C:4]([N:15]2[CH2:18][CH:17]([C:19]([OH:21])=O)[CH2:16]2)=[N:5][C:6]([CH3:14])=[C:7]([C:9]([O:11][CH2:12][CH3:13])=[O:10])[CH:8]=1)#[N:2].CCN=C=NCCCN(C)C.[C:33]1([CH2:39][S:40]([NH2:43])(=[O:42])=[O:41])[CH:38]=[CH:37][CH:36]=[CH:35][CH:34]=1.C1C=CC2N(O)N=NC=2C=1.CCN(C(C)C)C(C)C.OS([O-])(=O)=O.[K+], predict the reaction product. The product is: [CH2:12]([O:11][C:9](=[O:10])[C:7]1[CH:8]=[C:3]([C:1]#[N:2])[C:4]([N:15]2[CH2:16][CH:17]([C:19]([NH:43][S:40]([CH2:39][C:33]3[CH:34]=[CH:35][CH:36]=[CH:37][CH:38]=3)(=[O:41])=[O:42])=[O:21])[CH2:18]2)=[N:5][C:6]=1[CH3:14])[CH3:13]. (2) Given the reactants [Br:1][C:2]1[CH:9]=[C:8]([F:10])[CH:7]=[CH:6][C:3]=1[CH:4]=O.[CH3:11][NH:12][CH3:13].C(O)(=O)C.C(O[BH-](OC(=O)C)OC(=O)C)(=O)C.[Na+], predict the reaction product. The product is: [Br:1][C:2]1[CH:9]=[C:8]([F:10])[CH:7]=[CH:6][C:3]=1[CH2:4][N:12]([CH3:13])[CH3:11].